Dataset: Full USPTO retrosynthesis dataset with 1.9M reactions from patents (1976-2016). Task: Predict the reactants needed to synthesize the given product. (1) Given the product [F:12][C:9]([F:10])([F:11])[C:8]1[C:3]([OH:2])=[N:4][CH:5]=[CH:6][CH:7]=1, predict the reactants needed to synthesize it. The reactants are: C[O:2][C:3]1[C:8]([C:9]([F:12])([F:11])[F:10])=[CH:7][CH:6]=[CH:5][N:4]=1.Br. (2) Given the product [CH3:1][C:2]1([CH3:30])[CH2:29][N:6]2[C:7]3[CH:8]=[CH:9][C:10]([NH:19][S:20]([C:23]4[CH:24]=[CH:25][CH:26]=[CH:27][CH:28]=4)(=[O:21])=[O:22])=[CH:11][C:12]=3[C:13](=[O:14])[C:5]2=[N:4][CH2:3]1, predict the reactants needed to synthesize it. The reactants are: [CH3:1][C:2]1([CH3:30])[CH2:29][N:6]2[C:7]3[CH:8]=[CH:9][C:10]([NH:19][S:20]([C:23]4[CH:28]=[CH:27][CH:26]=[CH:25][CH:24]=4)(=[O:22])=[O:21])=[CH:11][C:12]=3[C:13]3(OCCC[O:14]3)[C:5]2=[N:4][CH2:3]1.CS(O)(=O)=O.[Na+].[Cl-]. (3) Given the product [CH3:13][C@H:14]1[O:19][C@@H:18]([CH3:20])[CH2:17][N:16]([CH2:21][C:22]2[O:26][C:25]([C:27]3[CH:35]=[C:34]([C:36]4[CH:37]=[C:38]([NH:44][S:9]([C:3]5[CH:4]=[CH:5][C:6]([F:8])=[CH:7][C:2]=5[F:1])(=[O:11])=[O:10])[C:39]([O:42][CH3:43])=[N:40][CH:41]=4)[CH:33]=[C:32]4[C:28]=3[CH:29]=[N:30][N:31]4[S:45]([C:48]3[CH:53]=[CH:52][CH:51]=[CH:50][CH:49]=3)(=[O:46])=[O:47])=[N:24][N:23]=2)[CH2:15]1, predict the reactants needed to synthesize it. The reactants are: [F:1][C:2]1[CH:7]=[C:6]([F:8])[CH:5]=[CH:4][C:3]=1[S:9](Cl)(=[O:11])=[O:10].[CH3:13][C@H:14]1[O:19][C@@H:18]([CH3:20])[CH2:17][N:16]([CH2:21][C:22]2[O:26][C:25]([C:27]3[CH:35]=[C:34]([C:36]4[CH:37]=[C:38]([NH2:44])[C:39]([O:42][CH3:43])=[N:40][CH:41]=4)[CH:33]=[C:32]4[C:28]=3[CH:29]=[N:30][N:31]4[S:45]([C:48]3[CH:53]=[CH:52][CH:51]=[CH:50][CH:49]=3)(=[O:47])=[O:46])=[N:24][N:23]=2)[CH2:15]1.O. (4) Given the product [C:8]([C:5]1[CH:4]=[CH:3][C:2]([C:45]([O:44][CH3:43])=[O:46])=[N:7][CH:6]=1)(=[O:10])[CH3:9], predict the reactants needed to synthesize it. The reactants are: Br[C:2]1[N:7]=[CH:6][C:5]([C:8](=[O:10])[CH3:9])=[CH:4][CH:3]=1.C(P(C1C=CC=CC=1)C1C=CC=CC=1)CCP(C1C=CC=CC=1)C1C=CC=CC=1.CN([CH:43]=[O:44])C.[CH3:45][OH:46]. (5) Given the product [NH2:26][C:22]1[N:21]=[C:20]2[NH:19][N:18]=[C:17]([CH2:16][N:8]3[CH:9]=[CH:10][C:11]([C:12]([F:13])([F:14])[F:15])=[C:6]([O:5][C:4]4[CH:46]=[C:47]([Cl:49])[CH:48]=[C:2]([Cl:1])[CH:3]=4)[C:7]3=[O:45])[C:25]2=[CH:24][CH:23]=1, predict the reactants needed to synthesize it. The reactants are: [Cl:1][C:2]1[CH:3]=[C:4]([CH:46]=[C:47]([Cl:49])[CH:48]=1)[O:5][C:6]1[C:7](=[O:45])[N:8]([CH2:16][C:17]2[C:25]3[C:20](=[N:21][C:22]([NH:26]CC4C=CC(OC)=CC=4)=[CH:23][CH:24]=3)[N:19](CC3C=CC(OC)=CC=3)[N:18]=2)[CH:9]=[CH:10][C:11]=1[C:12]([F:15])([F:14])[F:13].